From a dataset of Catalyst prediction with 721,799 reactions and 888 catalyst types from USPTO. Predict which catalyst facilitates the given reaction. (1) Reactant: [NH2:1][C:2]1[N:3]=[C:4]([NH:9][C:10]2[CH:18]=[CH:17][C:13]([C:14]([NH2:16])=[O:15])=[CH:12][CH:11]=2)[NH:5][C:6](=[O:8])[CH:7]=1.[C:19]([O-])(=O)[CH3:20].[Na+].ClCC=O. Product: [O:8]=[C:6]1[N:5]=[C:4]([NH:9][C:10]2[CH:11]=[CH:12][C:13]([C:14]([NH2:16])=[O:15])=[CH:17][CH:18]=2)[NH:3][C:2]2[NH:1][CH:19]=[CH:20][C:7]1=2. The catalyst class is: 378. (2) Reactant: [CH3:1][O:2][C:3]1[CH:8]=[C:7]([O:9][CH3:10])[N:6]=[CH:5][C:4]=1[NH2:11].[CH3:12][C:13]1([CH3:21])[O:18][C:17](=[O:19])[CH2:16][C:15](=[O:20])[O:14]1.[CH:22](OC)(OC)OC. Product: [CH3:1][O:2][C:3]1[CH:8]=[C:7]([O:9][CH3:10])[N:6]=[CH:5][C:4]=1[NH:11][CH:22]=[C:16]1[C:17](=[O:19])[O:18][C:13]([CH3:21])([CH3:12])[O:14][C:15]1=[O:20]. The catalyst class is: 8. (3) Reactant: [N:1]([C@:4]1([CH2:19][OH:20])[O:8][C@@H:7]([N:9]2[CH:14]=[CH:13][C:12](=[O:15])[NH:11][C:10]2=[O:16])[C@H:6]([OH:17])[C@@H:5]1[F:18])=[N+:2]=[N-:3].C([Mg]Cl)(C)(C)C.Cl[C:28]1[CH:45]=[CH:44][CH:43]=[CH:42][C:29]=1[O:30][P:31](=[N:33][C@@H:34]([CH3:41])[C:35]([O:37][CH:38]([CH3:40])[CH3:39])=[O:36])=[O:32].CO. Product: [CH:38]([O:37][C:35](=[O:36])[C@@H:34]([N:33]=[P:31]([O:30][C:29]1[CH:42]=[CH:43][CH:44]=[CH:45][C:28]=1[O:20][CH2:19][C@:4]1([N:1]=[N+:2]=[N-:3])[C@@H:5]([F:18])[C@@H:6]([OH:17])[C@H:7]([N:9]2[CH:14]=[CH:13][C:12](=[O:15])[NH:11][C:10]2=[O:16])[O:8]1)=[O:32])[CH3:41])([CH3:39])[CH3:40]. The catalyst class is: 1.